Dataset: Forward reaction prediction with 1.9M reactions from USPTO patents (1976-2016). Task: Predict the product of the given reaction. The product is: [Cl:1][C:2]1[CH:3]=[C:4]([C:26]([OH:28])=[O:27])[C:5]([C:8]2[CH:13]=[CH:12][C:11]([Cl:14])=[C:10]([C:15]([NH:17][CH2:18][CH2:19][CH:20]3[CH2:21][CH2:22][CH2:23][CH2:24][CH2:25]3)=[O:16])[CH:9]=2)=[N:6][CH:7]=1. Given the reactants [Cl:1][C:2]1[CH:3]=[C:4]([C:26]([O:28]C)=[O:27])[C:5]([C:8]2[CH:13]=[CH:12][C:11]([Cl:14])=[C:10]([C:15]([NH:17][CH2:18][CH2:19][CH:20]3[CH2:25][CH2:24][CH2:23][CH2:22][CH2:21]3)=[O:16])[CH:9]=2)=[N:6][CH:7]=1.[OH-].[Na+], predict the reaction product.